This data is from Reaction yield outcomes from USPTO patents with 853,638 reactions. The task is: Predict the reaction yield, written as a fraction of the theoretical maximum amount of product (1.0 means a 100% yield; for example, 0.34 means a 34% yield). The reactants are II.[C:3]1(P(C2C=CC=CC=2)C2C=CC=CC=2)C=CC=C[CH:4]=1.C(N(CC)CC)C.C([CH:32]([N:37]1[C:41]([CH2:42][CH3:43])=[C:40]([O:44][C:45]2[CH:50]=[CH:49][C:48]([C:51]#[N:52])=[CH:47][CH:46]=2)[C:39]([CH2:53][CH3:54])=[N:38]1)[C:33]([NH:35][NH2:36])=[O:34])(=O)C. The catalyst is ClCCl. The product is [CH2:53]([C:39]1[C:40]([O:44][C:45]2[CH:46]=[CH:47][C:48]([C:51]#[N:52])=[CH:49][CH:50]=2)=[C:41]([CH2:42][CH3:43])[N:37]([CH2:32][C:33]2[O:34][C:3]([CH3:4])=[N:36][N:35]=2)[N:38]=1)[CH3:54]. The yield is 0.490.